Regression. Given two drug SMILES strings and cell line genomic features, predict the synergy score measuring deviation from expected non-interaction effect. From a dataset of NCI-60 drug combinations with 297,098 pairs across 59 cell lines. (1) Drug 1: C(=O)(N)NO. Drug 2: CC(C)CN1C=NC2=C1C3=CC=CC=C3N=C2N. Cell line: OVCAR-4. Synergy scores: CSS=-0.801, Synergy_ZIP=0.393, Synergy_Bliss=-0.251, Synergy_Loewe=-1.07, Synergy_HSA=-1.14. (2) Drug 1: C1=NC2=C(N1)C(=S)N=C(N2)N. Drug 2: CC1C(C(CC(O1)OC2CC(OC(C2O)C)OC3=CC4=CC5=C(C(=O)C(C(C5)C(C(=O)C(C(C)O)O)OC)OC6CC(C(C(O6)C)O)OC7CC(C(C(O7)C)O)OC8CC(C(C(O8)C)O)(C)O)C(=C4C(=C3C)O)O)O)O. Cell line: OVCAR3. Synergy scores: CSS=41.9, Synergy_ZIP=-3.79, Synergy_Bliss=-6.20, Synergy_Loewe=-12.0, Synergy_HSA=-5.48. (3) Drug 1: CCCS(=O)(=O)NC1=C(C(=C(C=C1)F)C(=O)C2=CNC3=C2C=C(C=N3)C4=CC=C(C=C4)Cl)F. Drug 2: C1=CN(C(=O)N=C1N)C2C(C(C(O2)CO)O)O.Cl. Cell line: SK-MEL-2. Synergy scores: CSS=21.5, Synergy_ZIP=0.823, Synergy_Bliss=4.31, Synergy_Loewe=-16.2, Synergy_HSA=1.39. (4) Drug 1: CC12CCC(CC1=CCC3C2CCC4(C3CC=C4C5=CN=CC=C5)C)O. Drug 2: C1=NC2=C(N=C(N=C2N1C3C(C(C(O3)CO)O)O)F)N. Cell line: SNB-75. Synergy scores: CSS=-0.533, Synergy_ZIP=0.199, Synergy_Bliss=-0.583, Synergy_Loewe=-1.87, Synergy_HSA=-1.94. (5) Drug 1: CC1CCC2CC(C(=CC=CC=CC(CC(C(=O)C(C(C(=CC(C(=O)CC(OC(=O)C3CCCCN3C(=O)C(=O)C1(O2)O)C(C)CC4CCC(C(C4)OC)O)C)C)O)OC)C)C)C)OC. Drug 2: C1CN(CCN1C(=O)CCBr)C(=O)CCBr. Cell line: CCRF-CEM. Synergy scores: CSS=74.1, Synergy_ZIP=-5.91, Synergy_Bliss=-1.72, Synergy_Loewe=-2.17, Synergy_HSA=-0.885. (6) Cell line: SNB-75. Synergy scores: CSS=4.56, Synergy_ZIP=-1.98, Synergy_Bliss=-2.84, Synergy_Loewe=-5.46, Synergy_HSA=-5.52. Drug 1: C1CN1P(=S)(N2CC2)N3CC3. Drug 2: CS(=O)(=O)CCNCC1=CC=C(O1)C2=CC3=C(C=C2)N=CN=C3NC4=CC(=C(C=C4)OCC5=CC(=CC=C5)F)Cl. (7) Drug 1: CC1CCC2CC(C(=CC=CC=CC(CC(C(=O)C(C(C(=CC(C(=O)CC(OC(=O)C3CCCCN3C(=O)C(=O)C1(O2)O)C(C)CC4CCC(C(C4)OC)O)C)C)O)OC)C)C)C)OC. Drug 2: C1CN(P(=O)(OC1)NCCCl)CCCl. Cell line: SNB-19. Synergy scores: CSS=13.3, Synergy_ZIP=-4.86, Synergy_Bliss=1.37, Synergy_Loewe=-10.3, Synergy_HSA=-0.686. (8) Drug 1: C1C(C(OC1N2C=C(C(=O)NC2=O)F)CO)O. Drug 2: C(CCl)NC(=O)N(CCCl)N=O. Cell line: MCF7. Synergy scores: CSS=5.58, Synergy_ZIP=-3.12, Synergy_Bliss=-0.189, Synergy_Loewe=-8.21, Synergy_HSA=-0.457.